This data is from Reaction yield outcomes from USPTO patents with 853,638 reactions. The task is: Predict the reaction yield, written as a fraction of the theoretical maximum amount of product (1.0 means a 100% yield; for example, 0.34 means a 34% yield). (1) The reactants are [CH3:1][C:2]([CH3:16])([CH3:15])[CH2:3][CH2:4][NH:5][CH2:6][C:7]1[S:11][C:10](B(O)O)=[CH:9][CH:8]=1.Br[C:18]1[CH:19]=[C:20]2[C:24](=[C:25]([C:27]([NH2:29])=[O:28])[CH:26]=1)[NH:23][CH:22]=[C:21]2[CH:30]1[CH2:35][CH2:34][N:33]([S:36]([CH2:39][CH3:40])(=[O:38])=[O:37])[CH2:32][CH2:31]1.C([O-])([O-])=O.[K+].[K+]. The catalyst is C1C=CC([P]([Pd]([P](C2C=CC=CC=2)(C2C=CC=CC=2)C2C=CC=CC=2)([P](C2C=CC=CC=2)(C2C=CC=CC=2)C2C=CC=CC=2)[P](C2C=CC=CC=2)(C2C=CC=CC=2)C2C=CC=CC=2)(C2C=CC=CC=2)C2C=CC=CC=2)=CC=1. The product is [CH3:1][C:2]([CH3:16])([CH3:15])[CH2:3][CH2:4][NH:5][CH2:6][C:7]1[S:11][C:10]([C:18]2[CH:19]=[C:20]3[C:24](=[C:25]([C:27]([NH2:29])=[O:28])[CH:26]=2)[NH:23][CH:22]=[C:21]3[CH:30]2[CH2:31][CH2:32][N:33]([S:36]([CH2:39][CH3:40])(=[O:37])=[O:38])[CH2:34][CH2:35]2)=[CH:9][CH:8]=1. The yield is 0.0500. (2) The reactants are [C:1]([C:5]1[O:9][N:8]=[C:7]([NH:10][C:11]([NH:13][C:14]2[CH:19]=[CH:18][CH:17]=[C:16]([S:20][C:21]3[C:30]4[C:25](=[CH:26][C:27]([O:33][CH2:34][CH2:35][CH2:36]Cl)=[C:28]([O:31][CH3:32])[CH:29]=4)[N:24]=[CH:23][N:22]=3)[CH:15]=2)=[O:12])[CH:6]=1)([CH3:4])([CH3:3])[CH3:2].[N:38]1([CH2:44][CH2:45][OH:46])[CH2:43][CH2:42][NH:41][CH2:40][CH2:39]1. No catalyst specified. The product is [C:1]([C:5]1[O:9][N:8]=[C:7]([NH:10][C:11]([NH:13][C:14]2[CH:19]=[CH:18][CH:17]=[C:16]([S:20][C:21]3[C:30]4[C:25](=[CH:26][C:27]([O:33][CH2:34][CH2:35][CH2:36][N:41]5[CH2:42][CH2:43][N:38]([CH2:44][CH2:45][OH:46])[CH2:39][CH2:40]5)=[C:28]([O:31][CH3:32])[CH:29]=4)[N:24]=[CH:23][N:22]=3)[CH:15]=2)=[O:12])[CH:6]=1)([CH3:4])([CH3:3])[CH3:2]. The yield is 0.320.